Dataset: Forward reaction prediction with 1.9M reactions from USPTO patents (1976-2016). Task: Predict the product of the given reaction. (1) Given the reactants [CH2:1]([O:8][CH2:9][CH2:10][CH2:11][C@H:12]([C:21]1[C:25]([CH:26]2[CH2:28][CH2:27]2)=[C:24]([CH2:29][OH:30])[O:23][N:22]=1)[CH2:13][C:14]([O:16][C:17]([CH3:20])([CH3:19])[CH3:18])=[O:15])[C:2]1[CH:7]=[CH:6][CH:5]=[CH:4][CH:3]=1.CC(OI1(OC(C)=O)(OC(C)=O)OC(=O)C2C=CC=CC1=2)=O.S([O-])([O-])=O.[Na+].[Na+].C(=O)([O-])O.[Na+], predict the reaction product. The product is: [CH2:1]([O:8][CH2:9][CH2:10][CH2:11][C@H:12]([C:21]1[C:25]([CH:26]2[CH2:27][CH2:28]2)=[C:24]([CH:29]=[O:30])[O:23][N:22]=1)[CH2:13][C:14]([O:16][C:17]([CH3:20])([CH3:19])[CH3:18])=[O:15])[C:2]1[CH:7]=[CH:6][CH:5]=[CH:4][CH:3]=1. (2) Given the reactants O=[C:2]1[C:10]2([C:14]3=[CH:15][C:16]4[O:20][CH2:19][O:18][C:17]=4[CH:21]=[C:13]3[O:12][CH2:11]2)[C:9]2[C:4](=[CH:5][CH:6]=[CH:7][CH:8]=2)[N:3]1[CH2:22][CH2:23][CH2:24][N:25]1C(=O)C2C(=CC=CC=2)C1=O.O.NN, predict the reaction product. The product is: [NH2:25][CH2:24][CH2:23][CH2:22][N:3]1[C:4]2[C:9](=[CH:8][CH:7]=[CH:6][CH:5]=2)[C:10]2([C:14]3=[CH:15][C:16]4[O:20][CH2:19][O:18][C:17]=4[CH:21]=[C:13]3[O:12][CH2:11]2)[CH2:2]1. (3) Given the reactants Br.[N:2]1([N:8]2[CH2:13][CH2:12][N:11]([C:14]3[S:15][CH:16]=[C:17]([C:19]4[CH:27]=[CH:26][C:22]([C:23](O)=[O:24])=[CH:21][CH:20]=4)[N:18]=3)[CH2:10][CH2:9]2)[CH2:7][CH2:6][O:5][CH2:4][CH2:3]1.[CH3:28][O:29][C:30]([C:32]1([NH2:38])[CH2:37][CH2:36][CH2:35][CH2:34][CH2:33]1)=[O:31], predict the reaction product. The product is: [CH3:28][O:29][C:30]([C:32]1([NH:38][C:23]([C:22]2[CH:26]=[CH:27][C:19]([C:17]3[N:18]=[C:14]([N:11]4[CH2:10][CH2:9][N:8]([N:2]5[CH2:3][CH2:4][O:5][CH2:6][CH2:7]5)[CH2:13][CH2:12]4)[S:15][CH:16]=3)=[CH:20][CH:21]=2)=[O:24])[CH2:33][CH2:34][CH2:35][CH2:36][CH2:37]1)=[O:31].